From a dataset of Rat liver microsome stability data. Regression/Classification. Given a drug SMILES string, predict its absorption, distribution, metabolism, or excretion properties. Task type varies by dataset: regression for continuous measurements (e.g., permeability, clearance, half-life) or binary classification for categorical outcomes (e.g., BBB penetration, CYP inhibition). Dataset: rlm. (1) The molecule is COc1ccc(-c2csc(NC(=O)c3ccccc3NS(=O)(=O)c3ccc(C)cc3)n2)cc1. The result is 1 (stable in rat liver microsomes). (2) The molecule is CCOc1cc(NC(=O)C2(NC(=O)c3ccc4c(C5CCCC5)c(-c5ncc(Cl)cn5)n(C)c4c3)CCC2)cnc1C=CC(=O)O. The result is 0 (unstable in rat liver microsomes). (3) The molecule is CCCCCN(C)C(=O)CN1CCNC2(CCCCC2)C1. The result is 1 (stable in rat liver microsomes).